Predict the reactants needed to synthesize the given product. From a dataset of Retrosynthesis with 50K atom-mapped reactions and 10 reaction types from USPTO. Given the product COc1ccc(CCCc2nc(NN)cc(N3CCOCC3)n2)cc1OC, predict the reactants needed to synthesize it. The reactants are: COc1ccc(CCCc2nc(Cl)cc(N3CCOCC3)n2)cc1OC.NN.